Task: Predict which catalyst facilitates the given reaction.. Dataset: Catalyst prediction with 721,799 reactions and 888 catalyst types from USPTO (1) Reactant: [CH2:1]([O:8][C:9]([NH:11][S:12]([C:15]1[CH:23]=[CH:22][C:18]([C:19](O)=[O:20])=[CH:17][CH:16]=1)(=[O:14])=[O:13])=[O:10])[C:2]1[CH:7]=[CH:6][CH:5]=[CH:4][CH:3]=1.C(Cl)(=O)C([Cl:27])=O. Product: [CH2:1]([O:8][C:9](=[O:10])[NH:11][S:12]([C:15]1[CH:23]=[CH:22][C:18]([C:19]([Cl:27])=[O:20])=[CH:17][CH:16]=1)(=[O:14])=[O:13])[C:2]1[CH:7]=[CH:6][CH:5]=[CH:4][CH:3]=1. The catalyst class is: 120. (2) Reactant: [CH3:1][O:2][C:3]1[CH:4]=[C:5]([OH:9])[CH:6]=[CH:7][CH:8]=1.Br[CH2:11][C:12]1[C:21]([F:22])=[CH:20][C:15]([C:16]([O:18][CH3:19])=[O:17])=[C:14]([F:23])[CH:13]=1.C(=O)([O-])[O-].[K+].[K+].O. Product: [F:23][C:14]1[CH:13]=[C:12]([CH2:11][O:9][C:5]2[CH:6]=[CH:7][CH:8]=[C:3]([O:2][CH3:1])[CH:4]=2)[C:21]([F:22])=[CH:20][C:15]=1[C:16]([O:18][CH3:19])=[O:17]. The catalyst class is: 16. (3) Reactant: [CH2:1]([O:3][C:4]([N:6]1[CH2:22][CH2:21][C:8]2([CH2:11][CH:10]([N:12]3[CH2:17][CH2:16][CH:15]([C:18](O)=[O:19])[CH2:14][CH2:13]3)[CH2:9]2)[CH2:7]1)=[O:5])[CH3:2].Cl.[CH3:24][C:25]1([NH2:29])[CH2:28][CH2:27][CH2:26]1.CN(C(ON1N=NC2C=CC=NC1=2)=[N+](C)C)C.F[P-](F)(F)(F)(F)F.CCN(C(C)C)C(C)C. Product: [CH3:24][C:25]1([NH:29][C:18]([CH:15]2[CH2:16][CH2:17][N:12]([CH:10]3[CH2:11][C:8]4([CH2:21][CH2:22][N:6]([C:4]([O:3][CH2:1][CH3:2])=[O:5])[CH2:7]4)[CH2:9]3)[CH2:13][CH2:14]2)=[O:19])[CH2:28][CH2:27][CH2:26]1. The catalyst class is: 3.